This data is from Forward reaction prediction with 1.9M reactions from USPTO patents (1976-2016). The task is: Predict the product of the given reaction. (1) Given the reactants NC1N=C(NC2CCN(C(=O)C3C=CC(I)=CC=3)CC2)SC=1C(C1C(F)=CC=CC=1F)=O.[NH2:33][C:34]1[N:35]=[C:36]([NH:49][CH:50]2[CH2:55][CH2:54][NH:53][CH2:52][CH2:51]2)[S:37][C:38]=1[C:39]([C:41]1[C:46]([F:47])=[CH:45][CH:44]=[CH:43][C:42]=1[F:48])=[O:40].[Cl:56][C:57]1[CH:61]=[CH:60][S:59][C:58]=1[C:62](Cl)=[O:63], predict the reaction product. The product is: [NH2:33][C:34]1[N:35]=[C:36]([NH:49][CH:50]2[CH2:55][CH2:54][N:53]([C:62]([C:58]3[S:59][CH:60]=[CH:61][C:57]=3[Cl:56])=[O:63])[CH2:52][CH2:51]2)[S:37][C:38]=1[C:39]([C:41]1[C:46]([F:47])=[CH:45][CH:44]=[CH:43][C:42]=1[F:48])=[O:40]. (2) Given the reactants [C:1]([O:5][C:6]([NH:8][C@H:9]1[CH2:14][C@@H:13]([F:15])[CH2:12][N:11](C(OCC2C=CC=CC=2)=O)[CH2:10]1)=[O:7])([CH3:4])([CH3:3])[CH3:2], predict the reaction product. The product is: [F:15][C@H:13]1[CH2:12][NH:11][CH2:10][C@@H:9]([NH:8][C:6](=[O:7])[O:5][C:1]([CH3:3])([CH3:2])[CH3:4])[CH2:14]1. (3) Given the reactants Cl.[F:2][C:3]1[C:4]([CH2:9][O:10][C:11]2[C:12]3[N:13]([C:18]([C:22](O)=[O:23])=[C:19]([CH3:21])[N:20]=3)[CH:14]=[C:15]([CH3:17])[CH:16]=2)=[N:5][CH:6]=[CH:7][CH:8]=1.CN(C(ON1N=NC2C=CC=NC1=2)=[N+](C)C)C.F[P-](F)(F)(F)(F)F.C(N(CC)C(C)C)(C)C.Cl.[F:59][C:60]([F:72])([F:71])[CH:61]([OH:70])[CH2:62][CH2:63][C@@H:64]([C:66]([O:68][CH3:69])=[O:67])[NH2:65].C(O)(C(F)(F)F)=O, predict the reaction product. The product is: [F:59][C:60]([F:71])([F:72])[CH:61]([OH:70])[CH2:62][CH2:63][C@@H:64]([C:66]([O:68][CH3:69])=[O:67])[NH:65][C:22]([C:18]1[N:13]2[CH:14]=[C:15]([CH3:17])[CH:16]=[C:11]([O:10][CH2:9][C:4]3[C:3]([F:2])=[CH:8][CH:7]=[CH:6][N:5]=3)[C:12]2=[N:20][C:19]=1[CH3:21])=[O:23]. (4) Given the reactants Cl[C:2]1[C:7]([C:8]#[N:9])=[CH:6][CH:5]=[CH:4][N:3]=1.[F:10][C:11]1[CH:16]=[CH:15][C:14](B(O)O)=[CH:13][N:12]=1.N#N.C(=O)([O-])[O-].[Cs+].[Cs+], predict the reaction product. The product is: [F:10][C:11]1[N:12]=[CH:13][C:14]([C:2]2[C:7]([C:8]#[N:9])=[CH:6][CH:5]=[CH:4][N:3]=2)=[CH:15][CH:16]=1.